This data is from Catalyst prediction with 721,799 reactions and 888 catalyst types from USPTO. The task is: Predict which catalyst facilitates the given reaction. (1) Reactant: [CH3:1][O:2][C:3]1[CH:4]=[C:5]2[C:10](=[CH:11][C:12]=1[O:13][CH3:14])[N:9]=[CH:8][N:7]=[C:6]2[O:15][C:16]1[CH:17]=[C:18]([CH:20]=[CH:21][CH:22]=1)[NH2:19].[C:23]([C:25]([C:28]1[CH:29]=[C:30]([NH:34][C:35](=O)[O:36]C2C=CC=CC=2)[CH:31]=[CH:32][CH:33]=1)([CH3:27])[CH3:26])#[N:24]. Product: [C:23]([C:25]([C:28]1[CH:29]=[C:30]([NH:34][C:35]([NH:19][C:18]2[CH:20]=[CH:21][CH:22]=[C:16]([O:15][C:6]3[C:5]4[C:10](=[CH:11][C:12]([O:13][CH3:14])=[C:3]([O:2][CH3:1])[CH:4]=4)[N:9]=[CH:8][N:7]=3)[CH:17]=2)=[O:36])[CH:31]=[CH:32][CH:33]=1)([CH3:27])[CH3:26])#[N:24]. The catalyst class is: 230. (2) Reactant: [CH3:1][O:2][C:3](=[O:18])[CH:4]([NH:10][C:11]([O:13][C:14]([CH3:17])([CH3:16])[CH3:15])=[O:12])[CH2:5][S:6]([CH3:9])(=O)=O.[Br:19][C:20]1[CH:25]=[CH:24]C(S)=[CH:22][CH:21]=1.C([O-])([O-])=O.[Cs+].[Cs+].Cl. Product: [CH3:1][O:2][C:3](=[O:18])[CH:4]([NH:10][C:11]([O:13][C:14]([CH3:17])([CH3:16])[CH3:15])=[O:12])[CH2:5][S:6][C:9]1[CH:24]=[CH:25][C:20]([Br:19])=[CH:21][CH:22]=1. The catalyst class is: 39. (3) Reactant: C([Sn](CCCC)(CCCC)[C:6]1[CH:11]=[CH:10][C:9]([C:12]2[N:13]([C:23]3[CH:24]=[N:25][CH:26]=[CH:27][CH:28]=3)[CH:14]=[C:15]([C:17]3[CH:22]=[CH:21][CH:20]=[CH:19][N:18]=3)[N:16]=2)=[CH:8][CH:7]=1)CCC.Br[C:38]1[CH:39]=[CH:40][CH:41]=[C:42]2[C:47]=1[N:46]=[CH:45][CH:44]=[CH:43]2.C1(C2N(C3C=NC=CC=3)C=C(C3C=CC=CN=3)N=2)C=CC=CC=1. Product: [N:18]1[CH:19]=[CH:20][CH:21]=[CH:22][C:17]=1[C:15]1[N:16]=[C:12]([C:9]2[CH:8]=[CH:7][C:6]([C:38]3[CH:39]=[CH:40][CH:41]=[C:42]4[C:47]=3[N:46]=[CH:45][CH:44]=[CH:43]4)=[CH:11][CH:10]=2)[N:13]([C:23]2[CH:24]=[N:25][CH:26]=[CH:27][CH:28]=2)[CH:14]=1. The catalyst class is: 12. (4) Reactant: [NH2:1][C:2]1[C:3]([CH3:9])=[C:4]([Cl:8])[CH:5]=[CH:6][CH:7]=1.Cl[C:11]([O:13][CH3:14])=[O:12].O1CCCC1. Product: [Cl:8][C:4]1[CH:5]=[CH:6][CH:7]=[C:2]([NH:1][C:11]([O:13][CH3:14])=[O:12])[C:3]=1[CH3:9]. The catalyst class is: 6. (5) Reactant: Cl[C:2]1[N:7]=[C:6]([Cl:8])[CH:5]=[C:4]([Cl:9])[N:3]=1.C(=O)([O-])[O-].[K+].[K+].[Si:16]([O:23][C:24]1[C:32]2[NH:31][C:30]([CH:33]([F:35])[F:34])=[N:29][C:28]=2[CH:27]=[CH:26][CH:25]=1)([C:19]([CH3:22])([CH3:21])[CH3:20])([CH3:18])[CH3:17].O. Product: [Si:16]([O:23][C:24]1[C:32]2[N:31]=[C:30]([CH:33]([F:34])[F:35])[N:29]([C:2]3[N:7]=[C:6]([Cl:8])[CH:5]=[C:4]([Cl:9])[N:3]=3)[C:28]=2[CH:27]=[CH:26][CH:25]=1)([C:19]([CH3:22])([CH3:20])[CH3:21])([CH3:18])[CH3:17]. The catalyst class is: 3. (6) Product: [Br:1][C:2]1[CH:3]=[CH:4][C:5]([CH:6]2[C:7]3([C:8](=[O:16])[O:9][C:10]([CH3:15])([CH3:14])[O:11][C:12]3=[O:13])[CH2:22]2)=[CH:17][CH:18]=1. The catalyst class is: 3. Reactant: [Br:1][C:2]1[CH:18]=[CH:17][C:5]([CH:6]=[C:7]2[C:12](=[O:13])[O:11][C:10]([CH3:15])([CH3:14])[O:9][C:8]2=[O:16])=[CH:4][CH:3]=1.[H-].[Na+].[I-].[CH3:22][S+](C)(C)=O.C(OCC)(=O)C. (7) Reactant: [C:1]([C:5]1[CH:10]=[CH:9][C:8]([S:11]([N:14]2[C@@H:19]([CH3:20])[CH2:18][N:17](C(OCC3C=CC=CC=3)=O)[CH2:16][C@@H:15]2[CH3:31])(=[O:13])=[O:12])=[CH:7][CH:6]=1)([CH3:4])([CH3:3])[CH3:2]. Product: [C:1]([C:5]1[CH:6]=[CH:7][C:8]([S:11]([N:14]2[C@@H:19]([CH3:20])[CH2:18][NH:17][CH2:16][C@@H:15]2[CH3:31])(=[O:13])=[O:12])=[CH:9][CH:10]=1)([CH3:4])([CH3:2])[CH3:3]. The catalyst class is: 19.